This data is from HIV replication inhibition screening data with 41,000+ compounds from the AIDS Antiviral Screen. The task is: Binary Classification. Given a drug SMILES string, predict its activity (active/inactive) in a high-throughput screening assay against a specified biological target. (1) The molecule is N=C(CSS(=O)(=O)O)NCCc1c[nH]c(=S)[nH]1. The result is 0 (inactive). (2) The result is 0 (inactive). The molecule is COC1(OC)C2(Cl)C(Cl)=C(Cl)C1(Cl)C1C2C2CC1(C(=O)O)c1ccccc12. (3) The compound is CSc1nc(-c2ccccc2)nc(C(C#N)C#N)n1. The result is 0 (inactive). (4) The compound is Cc1c(C=CC(=O)O)no[n+]1[O-]. The result is 0 (inactive).